This data is from Full USPTO retrosynthesis dataset with 1.9M reactions from patents (1976-2016). The task is: Predict the reactants needed to synthesize the given product. (1) Given the product [C:20]([NH:24][C:14](=[O:16])[CH:13]([O:12][C:8]1[CH:9]=[C:10]2[C:5](=[C:6]([CH3:19])[CH:7]=1)[N:4]=[CH:3][C:2]([I:1])=[CH:11]2)[S:17][CH3:18])([CH3:23])([CH3:22])[CH3:21], predict the reactants needed to synthesize it. The reactants are: [I:1][C:2]1[CH:3]=[N:4][C:5]2[C:10]([CH:11]=1)=[CH:9][C:8]([O:12][CH:13]([S:17][CH3:18])[C:14]([OH:16])=O)=[CH:7][C:6]=2[CH3:19].[C:20]([NH2:24])([CH3:23])([CH3:22])[CH3:21]. (2) The reactants are: [CH2:1]([C@@:4]1([CH3:35])[CH2:9][C@H:8]([C:10]2[CH:15]=[CH:14][CH:13]=[C:12]([Cl:16])[CH:11]=2)[C@@H:7]([C:17]2[CH:22]=[CH:21][C:20]([Cl:23])=[CH:19][CH:18]=2)[N:6]([C@@H:24]([CH2:32][CH3:33])[CH2:25][NH:26][CH2:27][C:28]([OH:31])([CH3:30])[CH3:29])[C:5]1=[O:34])[CH:2]=[CH2:3].[C:36](N1C=CN=C1)(N1C=CN=C1)=[O:37]. Given the product [CH2:1]([C@@:4]1([CH3:35])[CH2:9][C@H:8]([C:10]2[CH:15]=[CH:14][CH:13]=[C:12]([Cl:16])[CH:11]=2)[C@@H:7]([C:17]2[CH:18]=[CH:19][C:20]([Cl:23])=[CH:21][CH:22]=2)[N:6]([C@@H:24]([CH2:32][CH3:33])[CH2:25][N:26]2[CH2:27][C:28]([CH3:29])([CH3:30])[O:31][C:36]2=[O:37])[C:5]1=[O:34])[CH:2]=[CH2:3], predict the reactants needed to synthesize it. (3) Given the product [Br:1][C:2]1[CH:10]=[CH:9][C:5]([C:6]([N:22]2[CH2:23][CH2:24][N:19]([C:16]3[CH:15]=[CH:14][C:13]([CH3:12])=[CH:18][N:17]=3)[CH2:20][CH2:21]2)=[O:8])=[C:4]([F:11])[CH:3]=1, predict the reactants needed to synthesize it. The reactants are: [Br:1][C:2]1[CH:10]=[CH:9][C:5]([C:6]([OH:8])=O)=[C:4]([F:11])[CH:3]=1.[CH3:12][C:13]1[CH:14]=[CH:15][C:16]([N:19]2[CH2:24][CH2:23][NH:22][CH2:21][CH2:20]2)=[N:17][CH:18]=1. (4) Given the product [C:21]([C:25]1[CH:26]=[CH:27][C:28]([NH:29][C:8]([C:7]2[CH:6]=[CH:5][C:4]([C:11]3[CH:16]=[CH:15][CH:14]=[CH:13][C:12]=3[C:17]([F:18])([F:20])[F:19])=[CH:3][C:2]=2[OH:1])=[O:10])=[CH:30][CH:31]=1)([CH3:24])([CH3:22])[CH3:23], predict the reactants needed to synthesize it. The reactants are: [OH:1][C:2]1[CH:3]=[C:4]([C:11]2[CH:16]=[CH:15][CH:14]=[CH:13][C:12]=2[C:17]([F:20])([F:19])[F:18])[CH:5]=[CH:6][C:7]=1[C:8]([OH:10])=O.[C:21]([C:25]1[CH:31]=[CH:30][C:28]([NH2:29])=[CH:27][CH:26]=1)([CH3:24])([CH3:23])[CH3:22].F[P-](F)(F)(F)(F)F.N1(O[P+](N(C)C)(N(C)C)N(C)C)C2C=CC=CC=2N=N1.C(N(CC)CC)C. (5) Given the product [C:22]([O:15][CH:10]1[CH2:11][CH2:12][CH2:13][CH2:14][C:8]([C:3]2[CH:4]=[CH:5][CH:6]=[CH:7][C:2]=2[CH3:1])=[CH:9]1)(=[O:24])[CH3:23], predict the reactants needed to synthesize it. The reactants are: [CH3:1][C:2]1[CH:7]=[CH:6][CH:5]=[CH:4][C:3]=1[C:8]1[CH2:14][CH2:13][CH2:12][CH2:11][CH:10]([OH:15])[CH:9]=1.N1C=CC=CC=1.[C:22](OC(=O)C)(=[O:24])[CH3:23].